This data is from Catalyst prediction with 721,799 reactions and 888 catalyst types from USPTO. The task is: Predict which catalyst facilitates the given reaction. (1) The catalyst class is: 9. Reactant: Cl[C:2]1[CH:7]=[C:6]([C:8]2[CH:13]=[CH:12][CH:11]=[C:10]([F:14])[C:9]=2[F:15])[N:5]=[CH:4][N:3]=1.[CH2:16]([OH:22])[C:17]#[C:18][CH2:19][CH2:20][CH3:21].[H-].[Na+].O. Product: [F:15][C:9]1[C:10]([F:14])=[CH:11][CH:12]=[CH:13][C:8]=1[C:6]1[CH:7]=[C:2]([O:22][CH2:16][C:17]#[C:18][CH2:19][CH2:20][CH3:21])[N:3]=[CH:4][N:5]=1. (2) Reactant: [Cl:1][C:2]1[CH:3]=[CH:4][C:5](COC2C=CC(F)=CC=2F)=[C:6]([CH:21]=1)[C:7]([NH:9][C@H:10]([C:12]1[CH:20]=[CH:19][C:15]([C:16]([OH:18])=[O:17])=[CH:14][CH:13]=1)[CH3:11])=[O:8].[F:32][C:33]1[CH:38]=[CH:37][C:36]([CH2:39][CH2:40][OH:41])=[CH:35][CH:34]=1.[CH2:42](P(CCCC)CCCC)CCC.CN(C)C(N=NC(N(C)C)=O)=O. Product: [Cl:1][C:2]1[CH:3]=[CH:4][C:5]([O:41][CH2:40][CH2:39][C:36]2[CH:37]=[CH:38][C:33]([F:32])=[CH:34][CH:35]=2)=[C:6]([CH:21]=1)[C:7]([NH:9][C@H:10]([C:12]1[CH:13]=[CH:14][C:15]([C:16]([O:18][CH3:42])=[O:17])=[CH:19][CH:20]=1)[CH3:11])=[O:8]. The catalyst class is: 7. (3) Reactant: [NH2:1][C:2](=[O:16])[C:3]([NH:6][C:7]([C:9]1[CH:14]=[CH:13][C:12]([Br:15])=[CH:11][N:10]=1)=O)([CH3:5])[CH3:4].C[O-].[Na+]. Product: [Br:15][C:12]1[CH:13]=[CH:14][C:9]([C:7]2[NH:1][C:2](=[O:16])[C:3]([CH3:5])([CH3:4])[N:6]=2)=[N:10][CH:11]=1. The catalyst class is: 5. (4) Reactant: B([C:4]1[CH:15]=[C:14]([Cl:16])[CH:13]=[CH:12][C:5]=1[O:6][C@@H:7]([CH3:11])[C:8]([OH:10])=[O:9])(O)O.Br[C:18]1[CH:19]=[C:20]([C:24]#[N:25])[CH:21]=[CH:22][CH:23]=1. Product: [Cl:16][C:14]1[CH:13]=[CH:12][C:5]([O:6][C@@H:7]([CH3:11])[C:8]([OH:10])=[O:9])=[C:4]([C:18]2[CH:23]=[CH:22][CH:21]=[C:20]([C:24]#[N:25])[CH:19]=2)[CH:15]=1. The catalyst class is: 1. (5) The catalyst class is: 145. Reactant: [Cl:1][C:2]1[CH:3]=[C:4]([CH:15]=[CH:16][CH:17]=1)[O:5][CH2:6][C:7]1[O:11][N:10]=[C:9]([C:12]([OH:14])=O)[CH:8]=1.C(N(CC)CC)C.Cl.C(N=C=NCCCN(C)C)C.ON1C2C=CC=CC=2N=N1.[O:47]1[CH2:52][CH2:51][CH:50]([CH2:53][NH2:54])[CH2:49][CH2:48]1. Product: [O:47]1[CH2:52][CH2:51][CH:50]([CH2:53][NH:54][C:12]([C:9]2[CH:8]=[C:7]([CH2:6][O:5][C:4]3[CH:15]=[CH:16][CH:17]=[C:2]([Cl:1])[CH:3]=3)[O:11][N:10]=2)=[O:14])[CH2:49][CH2:48]1. (6) Reactant: [CH2:1]([O:8][C:9]1[CH:16]=[CH:15][C:12]([CH:13]=[O:14])=[C:11]([OH:17])[CH:10]=1)[C:2]1[CH:7]=[CH:6][CH:5]=[CH:4][CH:3]=1.[BH4-].[Na+]. Product: [CH2:1]([O:8][C:9]1[CH:10]=[C:11]([OH:17])[C:12](=[CH:15][CH:16]=1)[CH2:13][OH:14])[C:2]1[CH:3]=[CH:4][CH:5]=[CH:6][CH:7]=1. The catalyst class is: 5.